This data is from Full USPTO retrosynthesis dataset with 1.9M reactions from patents (1976-2016). The task is: Predict the reactants needed to synthesize the given product. Given the product [CH3:46][C:37]1([CH3:47])[C@@H:38]([C:40]2[O:41][C:42]([CH3:45])=[N:43][N:44]=2)[CH2:39][C@H:36]1[NH:35][C:34]([C@:18]12[CH2:30][CH2:29][C@@H:28]([C:31]([CH3:33])=[CH2:32])[C@@H:19]1[C@@H:20]1[C@@:15]([CH3:49])([CH2:16][CH2:17]2)[C@@:14]2([CH3:50])[C@@H:23]([C@:24]3([CH3:27])[C@@H:11]([CH2:12][CH2:13]2)[C:10]([CH3:51])([CH3:52])[C@@H:9]([O:8][C:6]([C@H:5]2[CH2:4][C@@H:3]([C:53]([OH:55])=[O:54])[C:2]2([CH3:63])[CH3:1])=[O:7])[CH2:26][CH2:25]3)[CH2:22][CH2:21]1)=[O:48], predict the reactants needed to synthesize it. The reactants are: [CH3:1][C:2]1([CH3:63])[C@@H:5]([C:6]([O:8][C@H:9]2[CH2:26][CH2:25][C@@:24]3([CH3:27])[C@@H:11]([CH2:12][CH2:13][C@:14]4([CH3:50])[C@@H:23]3[CH2:22][CH2:21][C@H:20]3[C@@:15]4([CH3:49])[CH2:16][CH2:17][C@@:18]4([C:34](=[O:48])[NH:35][C@@H:36]5[CH2:39][C@H:38]([C:40]6[O:41][C:42]([CH3:45])=[N:43][N:44]=6)[C:37]5([CH3:47])[CH3:46])[CH2:30][CH2:29][C@@H:28]([C:31]([CH3:33])=[CH2:32])[C@@H:19]43)[C:10]2([CH3:52])[CH3:51])=[O:7])[CH2:4][C@H:3]1[C:53]([O:55]CC1C=CC=CC=1)=[O:54].C(N(CC)CC)C.C([SiH](CC)CC)C.